This data is from Reaction yield outcomes from USPTO patents with 853,638 reactions. The task is: Predict the reaction yield, written as a fraction of the theoretical maximum amount of product (1.0 means a 100% yield; for example, 0.34 means a 34% yield). (1) The reactants are [Cl:1][C:2]1[CH:3]=[C:4]([CH:26]=[CH:27][C:28]=1[NH:29][C:30](=[O:35])[C:31]([CH3:34])([CH3:33])[CH3:32])[CH2:5][C:6]1[C:7]([CH2:24][CH3:25])=[N:8][N:9]([CH2:13][C@H:14]([NH:16]C(=O)OC(C)(C)C)[CH3:15])[C:10]=1[CH2:11][CH3:12].[ClH:36]. The catalyst is ClCCl. The product is [ClH:1].[ClH:36].[NH2:16][C@H:14]([CH3:15])[CH2:13][N:9]1[C:10]([CH2:11][CH3:12])=[C:6]([CH2:5][C:4]2[CH:26]=[CH:27][C:28]([NH:29][C:30](=[O:35])[C:31]([CH3:32])([CH3:34])[CH3:33])=[C:2]([Cl:1])[CH:3]=2)[C:7]([CH2:24][CH3:25])=[N:8]1. The yield is 0.760. (2) The reactants are C([O-])(=O)C.[K+].[B:15]1([B:15]2[O:19][C:18]([CH3:21])([CH3:20])[C:17]([CH3:23])([CH3:22])[O:16]2)[O:19][C:18]([CH3:21])([CH3:20])[C:17]([CH3:23])([CH3:22])[O:16]1.Br[C:25]1[CH:26]=[CH:27][C:28]([S:31][CH3:32])=[N:29][CH:30]=1. The catalyst is C1C=CC(P(C2C=CC=CC=2)[C-]2C=CC=C2)=CC=1.C1C=CC(P(C2C=CC=CC=2)[C-]2C=CC=C2)=CC=1.Cl[Pd]Cl.[Fe+2].CS(C)=O. The product is [CH3:32][S:31][C:28]1[CH:27]=[CH:26][C:25]([B:15]2[O:16][C:17]([CH3:22])([CH3:23])[C:18]([CH3:20])([CH3:21])[O:19]2)=[CH:30][N:29]=1. The yield is 0.970. (3) The reactants are [Br:1]Br.[F:3][C:4]1[CH:13]=[C:12]2[C:7]([CH:8]=[CH:9][N:10](C)[C:11]2=[O:14])=[CH:6][CH:5]=1.O. The catalyst is C(O)(=O)C. The product is [Br:1][C:8]1[C:7]2[C:12](=[CH:13][C:4]([F:3])=[CH:5][CH:6]=2)[C:11](=[O:14])[NH:10][CH:9]=1. The yield is 0.440. (4) The reactants are [Br:1][C:2]1[CH:3]=[C:4]([CH:7]=[C:8]([N+:10]([O-])=O)[CH:9]=1)[C:5]#[N:6].O.O.Cl[Sn]Cl. The catalyst is C1COCC1.CCO. The yield is 0.630. The product is [NH2:10][C:8]1[CH:7]=[C:4]([CH:3]=[C:2]([Br:1])[CH:9]=1)[C:5]#[N:6].